This data is from Full USPTO retrosynthesis dataset with 1.9M reactions from patents (1976-2016). The task is: Predict the reactants needed to synthesize the given product. (1) Given the product [NH2:1][C@H:2]([C:8]([O-:10])=[O:9])[CH2:3][CH2:4][CH2:5][CH2:6][NH2:7].[CH2:11]([N+:33]([CH3:36])([CH3:34])[CH3:35])[CH2:12][CH2:13][CH2:14][CH2:15][CH2:16][CH2:17][CH2:18][CH2:19][CH2:20][CH2:21][CH2:22][CH2:23][CH2:24][CH2:25][CH2:26][CH2:27][CH2:28][CH2:29][CH2:30][CH2:31][CH3:32], predict the reactants needed to synthesize it. The reactants are: [NH2:1][C@H:2]([C:8]([OH:10])=[O:9])[CH2:3][CH2:4][CH2:5][CH2:6][NH2:7].[CH2:11]([N+:33]([CH3:36])([CH3:35])[CH3:34])[CH2:12][CH2:13][CH2:14][CH2:15][CH2:16][CH2:17][CH2:18][CH2:19][CH2:20][CH2:21][CH2:22][CH2:23][CH2:24][CH2:25][CH2:26][CH2:27][CH2:28][CH2:29][CH2:30][CH2:31][CH3:32]. (2) Given the product [CH2:1]([N:8]([CH:9]1[CH2:14][CH2:13][N:12]([C:15]([O:17][C:18]([CH3:21])([CH3:20])[CH3:19])=[O:16])[CH2:11][CH2:10]1)[C:29](=[O:31])[CH3:30])[C:2]1[CH:3]=[CH:4][CH:5]=[CH:6][CH:7]=1, predict the reactants needed to synthesize it. The reactants are: [CH2:1]([NH:8][CH:9]1[CH2:14][CH2:13][N:12]([C:15]([O:17][C:18]([CH3:21])([CH3:20])[CH3:19])=[O:16])[CH2:11][CH2:10]1)[C:2]1[CH:7]=[CH:6][CH:5]=[CH:4][CH:3]=1.CCN(CC)CC.[C:29](Cl)(=[O:31])[CH3:30]. (3) Given the product [Cl:1][C:2]1[CH:7]=[CH:6][C:5]([C:8]2[C:14]3[CH:15]=[CH:16][CH:17]=[CH:18][C:13]=3[N:12]3[C:19]([CH3:22])=[N:20][N:21]=[C:11]3[C@H:10]([CH2:23][C:24]3[O:26][C:27]([CH3:28])=[N:30][N:31]=3)[CH:9]=2)=[CH:4][CH:3]=1, predict the reactants needed to synthesize it. The reactants are: [Cl:1][C:2]1[CH:7]=[CH:6][C:5]([C:8]2[C:14]3[CH:15]=[CH:16][CH:17]=[CH:18][C:13]=3[N:12]3[C:19]([CH3:22])=[N:20][N:21]=[C:11]3[CH:10]([CH2:23][C:24]([OH:26])=O)[CH:9]=2)=[CH:4][CH:3]=1.[C:27]([NH:30][NH2:31])(=O)[CH3:28].C(N(CC)CC)C.